This data is from Full USPTO retrosynthesis dataset with 1.9M reactions from patents (1976-2016). The task is: Predict the reactants needed to synthesize the given product. Given the product [Cl:28][C:16]1[C:11]2[C:8]3[CH2:9][CH2:10][C:2]4([CH2:6][C:7]=3[S:18][C:12]=2[N:13]=[CH:14][N:15]=1)[O:3][CH2:4][CH2:5][O:1]4, predict the reactants needed to synthesize it. The reactants are: [O:1]1[CH2:5][CH2:4][O:3][C:2]21[CH2:10][CH2:9][C:8]1[C:11]3[C:16](=O)[NH:15][CH:14]=[N:13][C:12]=3[S:18][C:7]=1[CH2:6]2.C(N(CC)CC)C.O=P(Cl)(Cl)[Cl:28].